Dataset: Full USPTO retrosynthesis dataset with 1.9M reactions from patents (1976-2016). Task: Predict the reactants needed to synthesize the given product. Given the product [C:1]([O:5][C:6](=[O:26])[NH:7][C:8]1[C:17]2[C:12](=[CH:13][CH:14]=[CH:15][CH:16]=2)[C:11]([O:18][C:19]2[CH:24]=[CH:23][N:22]=[C:21]([NH:36][C:35]3[CH:37]=[C:38]([O:40][CH3:41])[CH:39]=[C:33]([S:30]([CH:27]4[CH2:28][CH2:29]4)(=[O:32])=[O:31])[CH:34]=3)[N:20]=2)=[CH:10][CH:9]=1)([CH3:4])([CH3:3])[CH3:2], predict the reactants needed to synthesize it. The reactants are: [C:1]([O:5][C:6](=[O:26])[NH:7][C:8]1[C:17]2[C:12](=[CH:13][CH:14]=[CH:15][CH:16]=2)[C:11]([O:18][C:19]2[CH:24]=[CH:23][N:22]=[C:21](Cl)[N:20]=2)=[CH:10][CH:9]=1)([CH3:4])([CH3:3])[CH3:2].[CH:27]1([S:30]([C:33]2[CH:34]=[C:35]([CH:37]=[C:38]([O:40][CH3:41])[CH:39]=2)[NH2:36])(=[O:32])=[O:31])[CH2:29][CH2:28]1.